From a dataset of NCI-60 drug combinations with 297,098 pairs across 59 cell lines. Regression. Given two drug SMILES strings and cell line genomic features, predict the synergy score measuring deviation from expected non-interaction effect. (1) Synergy scores: CSS=12.2, Synergy_ZIP=8.26, Synergy_Bliss=7.25, Synergy_Loewe=-13.4, Synergy_HSA=1.10. Cell line: DU-145. Drug 1: C1C(C(OC1N2C=C(C(=O)NC2=O)F)CO)O. Drug 2: C1CNP(=O)(OC1)N(CCCl)CCCl. (2) Drug 2: CC(C)CN1C=NC2=C1C3=CC=CC=C3N=C2N. Drug 1: CC1=C(N=C(N=C1N)C(CC(=O)N)NCC(C(=O)N)N)C(=O)NC(C(C2=CN=CN2)OC3C(C(C(C(O3)CO)O)O)OC4C(C(C(C(O4)CO)O)OC(=O)N)O)C(=O)NC(C)C(C(C)C(=O)NC(C(C)O)C(=O)NCCC5=NC(=CS5)C6=NC(=CS6)C(=O)NCCC[S+](C)C)O. Synergy scores: CSS=17.5, Synergy_ZIP=-8.92, Synergy_Bliss=-5.11, Synergy_Loewe=-9.45, Synergy_HSA=-7.02. Cell line: M14. (3) Drug 1: CC(C)(C#N)C1=CC(=CC(=C1)CN2C=NC=N2)C(C)(C)C#N. Drug 2: C(CCl)NC(=O)N(CCCl)N=O. Cell line: EKVX. Synergy scores: CSS=2.07, Synergy_ZIP=1.15, Synergy_Bliss=7.81, Synergy_Loewe=4.71, Synergy_HSA=4.67. (4) Drug 1: C#CCC(CC1=CN=C2C(=N1)C(=NC(=N2)N)N)C3=CC=C(C=C3)C(=O)NC(CCC(=O)O)C(=O)O. Drug 2: C(CC(=O)O)C(=O)CN.Cl. Cell line: HS 578T. Synergy scores: CSS=14.6, Synergy_ZIP=-1.22, Synergy_Bliss=-1.38, Synergy_Loewe=-0.458, Synergy_HSA=-0.565.